Dataset: Forward reaction prediction with 1.9M reactions from USPTO patents (1976-2016). Task: Predict the product of the given reaction. (1) Given the reactants [CH3:23][C:15]1[CH:14](C([CH:14]2[CH:18]=[C:17]([C:19]([CH3:22])([CH3:21])[CH3:20])[CH:16]=[C:15]2[CH3:23])(C)C)[CH:18]=[C:17]([C:19]([CH3:22])([CH3:21])[CH3:20])[CH:16]=1.C[Sn]([Cl:28])(C)C.[Cl-:29].[Cl-].[Cl-].[Cl-].[Zr+4:33], predict the reaction product. The product is: [Cl-:28].[Cl-:29].[C:14](=[Zr+2:33]([CH:14]1[CH:18]=[C:17]([C:19]([CH3:20])([CH3:21])[CH3:22])[CH:16]=[C:15]1[CH3:23])[CH:14]1[CH:18]=[C:17]([C:19]([CH3:21])([CH3:20])[CH3:22])[CH:16]=[C:15]1[CH3:23])([CH3:18])[CH3:15]. (2) Given the reactants [F:1][C:2]1[C:3]([NH:29][C:30]2[CH:35]=[CH:34][C:33]([I:36])=[CH:32][C:31]=2[F:37])=[C:4]([C:9]([N:11]2[CH2:14][C:13]([C@H:16]3[CH2:21][CH2:20][CH2:19][CH2:18][N:17]3C(OC(C)(C)C)=O)([OH:15])[CH2:12]2)=[O:10])[CH:5]=[CH:6][C:7]=1[F:8].CO.Cl, predict the reaction product. The product is: [F:1][C:2]1[C:3]([NH:29][C:30]2[CH:35]=[CH:34][C:33]([I:36])=[CH:32][C:31]=2[F:37])=[C:4]([C:9]([N:11]2[CH2:14][C:13]([C@H:16]3[CH2:21][CH2:20][CH2:19][CH2:18][NH:17]3)([OH:15])[CH2:12]2)=[O:10])[CH:5]=[CH:6][C:7]=1[F:8]. (3) Given the reactants Cl[C:2]1[C:7]([C:8]2[CH:13]=[CH:12][C:11]([F:14])=[CH:10][CH:9]=2)=[CH:6][N:5]2[N:15]=[C:16](C3CC3)[N:17]=[C:4]2[N:3]=1.[CH:21]([C:23]1[CH:28]=[CH:27][C:26](B(O)O)=[CH:25][CH:24]=1)=[O:22].[C:32](=O)([O-])[O-].[Na+].[Na+].CO[CH2:40][CH2:41]OC, predict the reaction product. The product is: [CH:41]1([C:24]2[CH:25]=[C:26]([C:2]3[C:7]([C:8]4[CH:9]=[CH:10][C:11]([F:14])=[CH:12][CH:13]=4)=[CH:6][N:5]4[N:15]=[CH:16][N:17]=[C:4]4[N:3]=3)[CH:27]=[CH:28][C:23]=2[CH:21]=[O:22])[CH2:40][CH2:32]1. (4) Given the reactants C(OC([N:8]1[CH2:13][CH2:12][CH:11]([CH2:14][C:15](=[O:27])[NH:16][C:17]2[CH:22]=[CH:21][C:20]([S:23]([CH3:26])(=[O:25])=[O:24])=[CH:19][CH:18]=2)[CH2:10][CH2:9]1)=O)(C)(C)C.C(O)(C(F)(F)F)=O, predict the reaction product. The product is: [CH3:26][S:23]([C:20]1[CH:21]=[CH:22][C:17]([NH:16][C:15](=[O:27])[CH2:14][CH:11]2[CH2:12][CH2:13][NH:8][CH2:9][CH2:10]2)=[CH:18][CH:19]=1)(=[O:25])=[O:24]. (5) Given the reactants OOS([O-])=O.[K+].[N+:7]([C:10]1[CH:17]=[C:16]([CH3:18])[CH:15]=[CH:14][C:11]=1[CH:12]=O)([O-])=O.[NH2:19][C:20]1[CH:25]=[CH:24][CH:23]=[CH:22][C:21]=1[NH2:26].C(=O)([O-])[O-].[K+].[K+], predict the reaction product. The product is: [NH2:7][C:10]1[CH:17]=[C:16]([CH3:18])[CH:15]=[CH:14][C:11]=1[C:12]1[NH:19][C:20]2[CH:25]=[CH:24][CH:23]=[CH:22][C:21]=2[N:26]=1. (6) Given the reactants [O:1]1[CH2:6][CH2:5][C:4](=[N:7][OH:8])[CH2:3][CH2:2]1.C([O-])(=O)C.C([O-])(=O)C.C([O-])(=O)C.C([O-])(=O)C.[Pb+4].[F:26][C:27]([F:35])([F:34])[C:28]([F:33])([F:32])[C:29]([OH:31])=[O:30], predict the reaction product. The product is: [F:32][C:28]([F:33])([C:27]([F:35])([F:34])[F:26])[C:29]([O:31][C:4]1([N:7]=[O:8])[CH2:5][CH2:6][O:1][CH2:2][CH2:3]1)=[O:30].